From a dataset of Catalyst prediction with 721,799 reactions and 888 catalyst types from USPTO. Predict which catalyst facilitates the given reaction. (1) Product: [C:14]([O:13][C:11]([N:8]1[CH2:9][CH2:10][C@@H:6]([C:4]([OH:5])=[O:3])[C@@H:7]1[C:18]1[CH:23]=[CH:22][CH:21]=[CH:20][CH:19]=1)=[O:12])([CH3:17])([CH3:15])[CH3:16]. Reactant: C([O:3][C:4]([C@@H:6]1[CH2:10][CH2:9][N:8]([C:11]([O:13][C:14]([CH3:17])([CH3:16])[CH3:15])=[O:12])[C@H:7]1[C:18]1[CH:23]=[CH:22][CH:21]=[CH:20][CH:19]=1)=[O:5])C.[OH-].[Na+]. The catalyst class is: 5. (2) Reactant: [Cl-].[Cl-].[Cl-].[Al+3].[N-:5]=[N+:6]=[N-:7].[Na+].[CH3:9][O:10][C:11](=[O:23])[C:12]1[C:17]([N:18]=[C:19]=[O:20])=[CH:16][CH:15]=[C:14]([F:21])[C:13]=1[CH3:22].N([O-])=O.[Na+].Cl. Product: [CH3:9][O:10][C:11](=[O:23])[C:12]1[C:17]([N:18]2[C:19](=[O:20])[NH:7][N:6]=[N:5]2)=[CH:16][CH:15]=[C:14]([F:21])[C:13]=1[CH3:22]. The catalyst class is: 9. (3) Reactant: [CH3:1][O:2][C:3]1[CH:8]=[CH:7][C:6]([CH2:9][N:10]2[CH2:14][C:13]3([CH2:19][CH2:18][CH2:17][C:16]([CH2:24][O:25][CH2:26][C:27]4[CH:32]=[CH:31][CH:30]=[CH:29][CH:28]=4)([C:20](OC)=[O:21])[CH2:15]3)[O:12][C:11]2=[O:33])=[CH:5][CH:4]=1.[H-].[Al+3].[Li+].[H-].[H-].[H-].[BH4-].[Li+]. Product: [CH2:26]([O:25][CH2:24][C:16]1([CH2:20][OH:21])[CH2:17][CH2:18][CH2:19][C:13]2([O:12][C:11](=[O:33])[N:10]([CH2:9][C:6]3[CH:7]=[CH:8][C:3]([O:2][CH3:1])=[CH:4][CH:5]=3)[CH2:14]2)[CH2:15]1)[C:27]1[CH:32]=[CH:31][CH:30]=[CH:29][CH:28]=1. The catalyst class is: 1. (4) Reactant: [C:1]([O:4][CH2:5][C:6]([CH2:8][O:9][C:10](=[O:12])[CH3:11])=[O:7])(=[O:3])[CH3:2].[C:13]([Mg]Br)#[CH:14]. Product: [C:1]([O:4][CH2:5][C:6]([CH2:8][O:9][C:10](=[O:12])[CH3:11])([OH:7])[C:13]#[CH:14])(=[O:3])[CH3:2]. The catalyst class is: 1. (5) Reactant: [N+:1]([CH:4]=[CH:5][C:6]1[CH:14]=[CH:13][CH:12]=[C:11]2[C:7]=1[CH:8]=[CH:9][NH:10]2)([O-])=O.CC(C[AlH]CC(C)C)C.CCOC(C)=O.[OH-].[K+]. Product: [NH2:1][CH2:4][CH2:5][C:6]1[CH:14]=[CH:13][CH:12]=[C:11]2[C:7]=1[CH:8]=[CH:9][NH:10]2. The catalyst class is: 20.